Dataset: Forward reaction prediction with 1.9M reactions from USPTO patents (1976-2016). Task: Predict the product of the given reaction. (1) Given the reactants [C:1]([O:5][C:6](=[O:22])[CH2:7][N:8]=[C:9]([C:16]1[CH:21]=[CH:20][CH:19]=[CH:18][CH:17]=1)[C:10]1[CH:15]=[CH:14][CH:13]=[CH:12][CH:11]=1)([CH3:4])([CH3:3])[CH3:2].[CH2:23](Br)[C:24]1[CH:29]=[CH:28][CH:27]=[CH:26][CH:25]=1.[OH-].[K+], predict the reaction product. The product is: [C:1]([O:5][C:6](=[O:22])[CH:7]([N:8]=[C:9]([C:10]1[CH:11]=[CH:12][CH:13]=[CH:14][CH:15]=1)[C:16]1[CH:17]=[CH:18][CH:19]=[CH:20][CH:21]=1)[CH2:23][C:24]1[CH:29]=[CH:28][CH:27]=[CH:26][CH:25]=1)([CH3:4])([CH3:2])[CH3:3]. (2) Given the reactants [O:1]1[CH2:6][CH2:5][N:4]([C:7]2[CH:8]=[C:9]3[C:20]4([CH2:24][S:23][C:22]([N:25](COCC[Si](C)(C)C)COCC[Si](C)(C)C)=[N:21]4)[C:19]4[C:14](=[CH:15][CH:16]=[C:17]([C:42]5[CH:43]=[N:44][CH:45]=[CH:46][CH:47]=5)[CH:18]=4)[O:13][C:10]3=[N:11][CH:12]=2)[CH2:3][CH2:2]1.C(O)(C(F)(F)F)=O, predict the reaction product. The product is: [O:1]1[CH2:2][CH2:3][N:4]([C:7]2[CH:8]=[C:9]3[C:20]4([CH2:24][S:23][C:22]([NH2:25])=[N:21]4)[C:19]4[C:14](=[CH:15][CH:16]=[C:17]([C:42]5[CH:43]=[N:44][CH:45]=[CH:46][CH:47]=5)[CH:18]=4)[O:13][C:10]3=[N:11][CH:12]=2)[CH2:5][CH2:6]1. (3) Given the reactants [C:1]([O:5][C:6](=[O:18])[CH2:7][S:8]([C:11]1[CH:16]=[CH:15][C:14]([F:17])=[CH:13][CH:12]=1)(=[O:10])=[O:9])([CH3:4])([CH3:3])[CH3:2].Br[CH2:20][C:21]#[C:22][CH3:23], predict the reaction product. The product is: [C:1]([O:5][C:6](=[O:18])[C:7]([S:8]([C:11]1[CH:12]=[CH:13][C:14]([F:17])=[CH:15][CH:16]=1)(=[O:10])=[O:9])([CH2:16][C:11]#[C:12][CH3:13])[C:20]#[C:21][CH2:22][CH3:23])([CH3:4])([CH3:2])[CH3:3]. (4) Given the reactants [CH3:1][O:2][C:3]([N:5]1[C@@H:13]2[C@@H:8]([C@@:9]([OH:23])([C:14]#[C:15][C:16]3[CH:17]=[C:18]([CH3:22])[CH:19]=[CH:20][CH:21]=3)[CH2:10][CH2:11][CH2:12]2)[CH2:7][CH2:6]1)=[O:4].[CH2:24]([N:27]([CH2:35][CH2:36][CH3:37])[C:28](=[O:34])[CH2:29][CH2:30][C:31](O)=[O:32])[CH2:25][CH3:26], predict the reaction product. The product is: [CH2:35]([N:27]([CH2:24][CH2:25][CH3:26])[C:28](=[O:34])[CH2:29][CH2:30][C:31]([O:23][C@@:9]1([C:14]#[C:15][C:16]2[CH:17]=[C:18]([CH3:22])[CH:19]=[CH:20][CH:21]=2)[CH2:10][CH2:11][CH2:12][C@@H:13]2[C@H:8]1[CH2:7][CH2:6][N:5]2[C:3]([O:2][CH3:1])=[O:4])=[O:32])[CH2:36][CH3:37]. (5) The product is: [Cl:20][C:21]1[CH:26]=[C:25]([F:27])[C:24]([CH3:28])=[CH:23][C:22]=1[N:29]1[CH2:34][CH2:33][N:32]([CH2:2][CH2:3][CH2:4][CH2:5][O:6][C:7]2[CH:8]=[CH:9][C:10]3[CH2:16][CH2:15][NH:14][C:13](=[O:17])[NH:12][C:11]=3[CH:18]=2)[CH2:31][CH2:30]1. Given the reactants Cl[CH2:2][CH2:3][CH2:4][CH2:5][O:6][C:7]1[CH:8]=[CH:9][C:10]2[CH2:16][CH2:15][NH:14][C:13](=[O:17])[NH:12][C:11]=2[CH:18]=1.Cl.[Cl:20][C:21]1[CH:26]=[C:25]([F:27])[C:24]([CH3:28])=[CH:23][C:22]=1[N:29]1[CH2:34][CH2:33][NH:32][CH2:31][CH2:30]1.C(=O)([O-])[O-].[K+].[K+], predict the reaction product. (6) The product is: [Cl:1][C:2]1[N:7]=[C:6]([NH:21][C@H:22]2[CH2:27][CH2:26][C@H:25]([OH:28])[CH2:24][CH2:23]2)[C:5]([N+:9]([O-:11])=[O:10])=[CH:4][N:3]=1. Given the reactants [Cl:1][C:2]1[N:7]=[C:6](Cl)[C:5]([N+:9]([O-:11])=[O:10])=[CH:4][N:3]=1.CCN(C(C)C)C(C)C.[NH2:21][C@H:22]1[CH2:27][CH2:26][C@H:25]([OH:28])[CH2:24][CH2:23]1, predict the reaction product. (7) Given the reactants [CH3:1][C:2]1[NH:3][C:4]2[C:9]([C:10]=1[C:11]([O:13][C:14]([CH3:17])([CH3:16])[CH3:15])=[O:12])=[CH:8][CH:7]=[CH:6][CH:5]=2.Cl[CH:19]([CH3:23])[C:20](=[O:22])[CH3:21].C(=O)([O-])[O-].[K+].[K+].[I-].[K+], predict the reaction product. The product is: [CH3:1][C:2]1[N:3]([CH:19]([C:20](=[O:22])[CH3:21])[CH3:23])[C:4]2[C:9]([C:10]=1[C:11]([O:13][C:14]([CH3:17])([CH3:16])[CH3:15])=[O:12])=[CH:8][CH:7]=[CH:6][CH:5]=2. (8) Given the reactants [CH3:1][CH:2]([C:4]1[CH:9]=[CH:8][C:7]([C:10]([CH3:12])=[O:11])=[CH:6][CH:5]=1)[CH3:3].[Br:13]Br, predict the reaction product. The product is: [Br:13][CH2:12][C:10]([C:7]1[CH:6]=[CH:5][C:4]([CH:2]([CH3:1])[CH3:3])=[CH:9][CH:8]=1)=[O:11].